From a dataset of Full USPTO retrosynthesis dataset with 1.9M reactions from patents (1976-2016). Predict the reactants needed to synthesize the given product. Given the product [C:27]([C:31]1[N:35]=[C:34]([N:23]2[CH2:22][CH2:21][CH:20]([N:16]3[CH2:17][CH2:18][CH2:19][C@H:14]([NH:13][C:4]4[CH:5]=[CH:6][C:7]([S:9]([CH3:12])(=[O:11])=[O:10])=[CH:8][C:3]=4[F:2])[C:15]3=[O:26])[CH2:25][CH2:24]2)[S:33][N:32]=1)([CH3:30])([CH3:29])[CH3:28], predict the reactants needed to synthesize it. The reactants are: Cl.[F:2][C:3]1[CH:8]=[C:7]([S:9]([CH3:12])(=[O:11])=[O:10])[CH:6]=[CH:5][C:4]=1[NH:13][C@H:14]1[CH2:19][CH2:18][CH2:17][N:16]([CH:20]2[CH2:25][CH2:24][NH:23][CH2:22][CH2:21]2)[C:15]1=[O:26].[C:27]([C:31]1[N:35]=[C:34](Cl)[S:33][N:32]=1)([CH3:30])([CH3:29])[CH3:28].